This data is from Forward reaction prediction with 1.9M reactions from USPTO patents (1976-2016). The task is: Predict the product of the given reaction. (1) The product is: [NH2:1][CH2:2][C:3]([OH:5])=[O:4].[CH3:13][CH2:14][CH2:15][N:16]([C@@H:24]1[CH2:29][C:28]2[CH:30]=[CH:31][CH:32]=[C:33]([OH:34])[C:27]=2[CH2:26][CH2:25]1)[CH2:17][CH2:18][C:19]1[S:23][CH:22]=[CH:21][CH:20]=1. Given the reactants [NH:1](C(OC(C)(C)C)=O)[CH2:2][C:3]([OH:5])=[O:4].[CH3:13][CH2:14][CH2:15][N:16]([C@@H:24]1[CH2:29][C:28]2[CH:30]=[CH:31][CH:32]=[C:33]([OH:34])[C:27]=2[CH2:26][CH2:25]1)[CH2:17][CH2:18][C:19]1[S:23][CH:22]=[CH:21][CH:20]=1.Cl.FC(F)(F)C(O)=O, predict the reaction product. (2) Given the reactants Cl.Cl.[I:3][C:4]1[C:12]2[C:7](=[N:8][CH:9]=[N:10][C:11]=2[NH2:13])[N:6]([CH:14]2[CH2:19][CH2:18][NH:17][CH2:16][CH2:15]2)[N:5]=1.[C:20](O[BH-](OC(=O)C)OC(=O)C)(=O)C.[Na+].C=O.[OH-].[Na+], predict the reaction product. The product is: [I:3][C:4]1[C:12]2[C:7](=[N:8][CH:9]=[N:10][C:11]=2[NH2:13])[N:6]([CH:14]2[CH2:19][CH2:18][N:17]([CH3:20])[CH2:16][CH2:15]2)[N:5]=1.